Dataset: NCI-60 drug combinations with 297,098 pairs across 59 cell lines. Task: Regression. Given two drug SMILES strings and cell line genomic features, predict the synergy score measuring deviation from expected non-interaction effect. Synergy scores: CSS=0.244, Synergy_ZIP=-1.63, Synergy_Bliss=-4.59, Synergy_Loewe=-3.64, Synergy_HSA=-3.78. Drug 1: C1CC(=O)NC(=O)C1N2CC3=C(C2=O)C=CC=C3N. Cell line: OVCAR3. Drug 2: C1C(C(OC1N2C=NC3=C2NC=NCC3O)CO)O.